Task: Predict which catalyst facilitates the given reaction.. Dataset: Catalyst prediction with 721,799 reactions and 888 catalyst types from USPTO (1) Reactant: [CH:1]1[C:9]2[C:8]3[CH:10]=[CH:11][CH:12]=[CH:13][C:7]=3[O:6][C:5]=2[C:4]([OH:14])=[CH:3][CH:2]=1.[H-].[Na+].[CH2:17](I)[CH3:18]. Product: [CH2:17]([O:14][C:4]1[C:5]2[O:6][C:7]3[CH:13]=[CH:12][CH:11]=[CH:10][C:8]=3[C:9]=2[CH:1]=[CH:2][CH:3]=1)[CH3:18]. The catalyst class is: 3. (2) Reactant: [Cl-].[NH4+:2].C[Al](C)C.[Cl:7][C:8]1[CH:13]=[CH:12][C:11]([NH:14][C:15]([NH:17][C:18]2[CH:23]=[CH:22][C:21]([O:24][C:25]3[CH:30]=[CH:29][N:28]=[C:27]([C:31]#[N:32])[CH:26]=3)=[CH:20][CH:19]=2)=[O:16])=[CH:10][C:9]=1[C:33]([F:36])([F:35])[F:34]. Product: [Cl:7][C:8]1[CH:13]=[CH:12][C:11]([NH:14][C:15]([NH:17][C:18]2[CH:23]=[CH:22][C:21]([O:24][C:25]3[CH:30]=[CH:29][N:28]=[C:27]([C:31](=[NH:2])[NH2:32])[CH:26]=3)=[CH:20][CH:19]=2)=[O:16])=[CH:10][C:9]=1[C:33]([F:36])([F:34])[F:35]. The catalyst class is: 11. (3) Reactant: Cl[C:2]1[C:7]([N+:8]([O-:10])=[O:9])=[CH:6][C:5]([C:11]([F:14])([F:13])[F:12])=[CH:4][N:3]=1.NC(N)=[S:17]. Product: [N+:8]([C:7]1[C:2]([SH:17])=[N:3][CH:4]=[C:5]([C:11]([F:14])([F:13])[F:12])[CH:6]=1)([O-:10])=[O:9]. The catalyst class is: 8. (4) Reactant: [F:1][C:2]1[CH:7]=[CH:6][C:5]([C:8](Cl)=[N:9][OH:10])=[CH:4][CH:3]=1.[Cl:12][C:13]1[C:18]([N+:19]([O-:21])=[O:20])=[C:17]([NH:22][CH2:23][C:24]#[CH:25])[C:16]([CH3:26])=[C:15]([CH3:27])[N:14]=1.C(N(CC)CC)C. Product: [Cl:12][C:13]1[C:18]([N+:19]([O-:21])=[O:20])=[C:17]([NH:22][CH2:23][C:24]2[O:10][N:9]=[C:8]([C:5]3[CH:6]=[CH:7][C:2]([F:1])=[CH:3][CH:4]=3)[CH:25]=2)[C:16]([CH3:26])=[C:15]([CH3:27])[N:14]=1. The catalyst class is: 4. (5) Reactant: [CH3:1][C:2]1[CH:3]=[CH:4][C:5]([S:9][C:10]2[CH:11]=[CH:12][CH:13]=[CH:14][C:15]=2[N:16]2[CH2:21][CH2:20][NH:19][CH2:18][CH2:17]2)=[C:6]([CH3:8])[CH:7]=1.[CH2:22]([S:28]([OH:31])(=[O:30])=[O:29])[CH2:23][S:24]([OH:27])(=[O:26])=[O:25]. Product: [CH3:1][C:2]1[CH:3]=[CH:4][C:5]([S:9][C:10]2[CH:11]=[CH:12][CH:13]=[CH:14][C:15]=2[N:16]2[CH2:17][CH2:18][NH:19][CH2:20][CH2:21]2)=[C:6]([CH3:8])[CH:7]=1.[CH2:22]([S:28]([O-:31])(=[O:30])=[O:29])[CH2:23][S:24]([O-:27])(=[O:26])=[O:25]. The catalyst class is: 480. (6) Reactant: [C:1](=O)([O-])[O-].[Cs+].[Cs+].[O:7]=[C:8]1[N:13]([C:14]2[CH:19]=[CH:18][CH:17]=[C:16]([C:20]([F:23])([F:22])[F:21])[CH:15]=2)[C:12]2[CH2:24][CH2:25][NH:26][C:27](=[O:28])[C:11]=2[CH:10]([C:29]2[CH:36]=[CH:35][C:32]([C:33]#[N:34])=[CH:31][C:30]=2[S:37]([CH3:40])(=[O:39])=[O:38])[NH:9]1.CN(C)C=O.CI. Product: [CH3:40][S:37]([C:30]1[CH:31]=[C:32]([CH:35]=[CH:36][C:29]=1[CH:10]1[N:9]([CH3:1])[C:8](=[O:7])[N:13]([C:14]2[CH:19]=[CH:18][CH:17]=[C:16]([C:20]([F:21])([F:22])[F:23])[CH:15]=2)[C:12]2[CH2:24][CH2:25][NH:26][C:27](=[O:28])[C:11]1=2)[C:33]#[N:34])(=[O:38])=[O:39]. The catalyst class is: 5. (7) Reactant: [C:1]([O:5][C:6]([N:8]1[C:13]2[CH:14]=[C:15]([Cl:19])[C:16]([OH:18])=[CH:17][C:12]=2[O:11][CH:10]([C:20]([N:22]2[CH2:27][CH2:26][CH:25]([O:28][C:29]3[CH:34]=[CH:33][C:32]([F:35])=[CH:31][CH:30]=3)[CH2:24][CH2:23]2)=[O:21])[CH2:9]1)=[O:7])([CH3:4])([CH3:3])[CH3:2].[C:36]([O-])([O-])=O.[K+].[K+].CI. Product: [C:1]([O:5][C:6]([N:8]1[C:13]2[CH:14]=[C:15]([Cl:19])[C:16]([O:18][CH3:36])=[CH:17][C:12]=2[O:11][CH:10]([C:20]([N:22]2[CH2:27][CH2:26][CH:25]([O:28][C:29]3[CH:30]=[CH:31][C:32]([F:35])=[CH:33][CH:34]=3)[CH2:24][CH2:23]2)=[O:21])[CH2:9]1)=[O:7])([CH3:4])([CH3:2])[CH3:3]. The catalyst class is: 21.